From a dataset of Forward reaction prediction with 1.9M reactions from USPTO patents (1976-2016). Predict the product of the given reaction. (1) Given the reactants [Si:1]([O:8][CH:9]([C:15]1[CH:23]=[CH:22][C:18]([N:19]([CH3:21])[CH3:20])=[CH:17][C:16]=1[CH:24]=[CH2:25])[CH2:10][CH2:11][CH2:12]C=C)([C:4]([CH3:7])([CH3:6])[CH3:5])([CH3:3])[CH3:2], predict the reaction product. The product is: [Si:1]([O:8][CH:9]1[C:15]2[CH:23]=[CH:22][C:18]([N:19]([CH3:21])[CH3:20])=[CH:17][C:16]=2[CH:24]=[CH:25][CH2:12][CH2:11][CH2:10]1)([C:4]([CH3:7])([CH3:5])[CH3:6])([CH3:3])[CH3:2]. (2) Given the reactants [CH2:1](Br)[C:2]1[CH:7]=[CH:6][CH:5]=[CH:4][CH:3]=1.[OH:9][C:10]1[CH:11]=[C:12]([CH:15]=[CH:16][CH:17]=1)[CH:13]=[O:14].C(=O)([O-])[O-].[K+].[K+].C(Cl)Cl, predict the reaction product. The product is: [CH2:1]([O:9][C:10]1[CH:11]=[C:12]([CH:15]=[CH:16][CH:17]=1)[CH:13]=[O:14])[C:2]1[CH:7]=[CH:6][CH:5]=[CH:4][CH:3]=1. (3) Given the reactants Br[C:2]1[CH:3]=[C:4]2[C:8](=[CH:9][CH:10]=1)[NH:7][CH:6]=[C:5]2[C:11]#[N:12].[H-].[Na+].C([Li])(CC)C.C1CCCCC1.Cl.[C:27](=O)(O)[O-:28].[Na+], predict the reaction product. The product is: [CH:27]([C:2]1[CH:3]=[C:4]2[C:8](=[CH:9][CH:10]=1)[NH:7][CH:6]=[C:5]2[C:11]#[N:12])=[O:28]. (4) Given the reactants [F:1][C:2]1[CH:3]=[C:4]([CH:49]=[CH:50][CH:51]=1)[CH2:5][N:6]1[CH:10]=[C:9]([C:11]2[C:19]3[C:14](=[N:15][CH:16]=[C:17]([C:20]4[CH:21]=[CH:22][C:23]([N:26]5[CH2:31][CH2:30][N:29](C(OC(C)(C)C)=O)[CH2:28][CH2:27]5)=[N:24][CH:25]=4)[CH:18]=3)[N:13](S(C3C=CC(C)=CC=3)(=O)=O)[CH:12]=2)[CH:8]=[N:7]1.C(O)(C(F)(F)F)=O.C(Cl)Cl, predict the reaction product. The product is: [F:1][C:2]1[CH:3]=[C:4]([CH:49]=[CH:50][CH:51]=1)[CH2:5][N:6]1[CH:10]=[C:9]([C:11]2[C:19]3[C:14](=[N:15][CH:16]=[C:17]([C:20]4[CH:25]=[N:24][C:23]([N:26]5[CH2:27][CH2:28][NH:29][CH2:30][CH2:31]5)=[CH:22][CH:21]=4)[CH:18]=3)[NH:13][CH:12]=2)[CH:8]=[N:7]1.